From a dataset of Forward reaction prediction with 1.9M reactions from USPTO patents (1976-2016). Predict the product of the given reaction. (1) Given the reactants [CH3:1][C:2]1([CH3:25])[C:6]([C:7]2[CH:8]=[C:9]([CH:14]=[CH:15][C:16]=2OS(C(F)(F)F)(=O)=O)[C:10]([O:12][CH3:13])=[O:11])=[CH:5][CH2:4][CH2:3]1.[F:26][C:27]1[CH:32]=[CH:31][C:30]([C:33]([F:36])([F:35])[F:34])=[CH:29][C:28]=1B(O)O.C(=O)([O-])[O-].[K+].[K+], predict the reaction product. The product is: [CH3:1][C:2]1([CH3:25])[C:6]([C:7]2[CH:8]=[C:9]([C:10]([O:12][CH3:13])=[O:11])[CH:14]=[CH:15][C:16]=2[C:28]2[CH:29]=[C:30]([C:33]([F:35])([F:36])[F:34])[CH:31]=[CH:32][C:27]=2[F:26])=[CH:5][CH2:4][CH2:3]1. (2) Given the reactants [Cl:1][C:2]1[C:7]([N:8]2[CH2:13][CH2:12][NH:11][CH2:10][C:9]2=[O:14])=[CH:6][C:5]([C:15]#[N:16])=[CH:4][C:3]=1[NH:17][C:18]1[N:23]=[C:22]([N:24]([CH:34]2[CH2:36][CH2:35]2)CC2C=CC(OC)=CC=2)[C:21]2=[N:37][CH:38]=[C:39]([C:40]#[N:41])[N:20]2[N:19]=1.C(=O)([O-])[O-].[Cs+].[Cs+].Br[CH2:49][CH2:50][O:51][Si](C(C)(C)C)(C)C, predict the reaction product. The product is: [Cl:1][C:2]1[C:7]([N:8]2[CH2:13][CH2:12][N:11]([CH2:49][CH2:50][OH:51])[CH2:10][C:9]2=[O:14])=[CH:6][C:5]([C:15]#[N:16])=[CH:4][C:3]=1[NH:17][C:18]1[N:23]=[C:22]([NH:24][CH:34]2[CH2:35][CH2:36]2)[C:21]2=[N:37][CH:38]=[C:39]([C:40]#[N:41])[N:20]2[N:19]=1.